Dataset: Full USPTO retrosynthesis dataset with 1.9M reactions from patents (1976-2016). Task: Predict the reactants needed to synthesize the given product. (1) Given the product [Cl:22][CH2:21][CH2:20][CH2:19][CH2:18][CH2:17][N:6]1[CH:7]=[C:2]([CH3:1])[C:3](=[O:9])[NH:4][C:5]1=[O:8], predict the reactants needed to synthesize it. The reactants are: [CH3:1][C:2]1[C:3](=[O:9])[NH:4][C:5](=[O:8])[NH:6][CH:7]=1.C([O-])([O-])=O.[K+].[K+].Br[CH2:17][CH2:18][CH2:19][CH2:20][CH2:21][Cl:22].C(Cl)Cl. (2) Given the product [Cl:16][C:17]1[CH:22]=[CH:21][CH:20]=[CH:19][C:18]=1[N:23]1[CH2:28][CH2:27][N:26]([CH2:2][CH2:3][CH2:4][CH2:5][O:6][C:7]2[CH:8]=[CH:9][C:10]3[N:11]([CH:13]=[CH:14][N:15]=3)[CH:12]=2)[CH2:25][CH2:24]1, predict the reactants needed to synthesize it. The reactants are: Br[CH2:2][CH2:3][CH2:4][CH2:5][O:6][C:7]1[CH:8]=[CH:9][C:10]2[N:11]([CH:13]=[CH:14][N:15]=2)[CH:12]=1.[Cl:16][C:17]1[CH:22]=[CH:21][CH:20]=[CH:19][C:18]=1[N:23]1[CH2:28][CH2:27][NH:26][CH2:25][CH2:24]1. (3) The reactants are: [Cl:1][C:2]1[CH:7]=[CH:6][C:5]([NH:8][C:9]2[C:18]3[C:13](=[CH:14][N:15]=[C:16](F)[CH:17]=3)[N:12]=[CH:11][C:10]=2[C:20]#[N:21])=[C:4]([F:22])[CH:3]=1.[CH3:23][N:24]([CH3:28])[CH2:25][CH2:26][O-:27].[Na+].O. Given the product [Cl:1][C:2]1[CH:7]=[CH:6][C:5]([NH:8][C:9]2[C:18]3[C:13](=[CH:14][N:15]=[C:16]([O:27][CH2:26][CH2:25][N:24]([CH3:28])[CH3:23])[CH:17]=3)[N:12]=[CH:11][C:10]=2[C:20]#[N:21])=[C:4]([F:22])[CH:3]=1, predict the reactants needed to synthesize it.